Dataset: Peptide-MHC class II binding affinity with 134,281 pairs from IEDB. Task: Regression. Given a peptide amino acid sequence and an MHC pseudo amino acid sequence, predict their binding affinity value. This is MHC class II binding data. (1) The binding affinity (normalized) is 0.698. The MHC is DRB1_0701 with pseudo-sequence DRB1_0701. The peptide sequence is WLGARYLEFEALGFLNE. (2) The binding affinity (normalized) is 0. The peptide sequence is EDPYWGNGDRHSDYQPLGTQDQSLY. The MHC is DRB4_0101 with pseudo-sequence DRB4_0103. (3) The peptide sequence is GSFVRTVSLPVGADE. The MHC is DRB1_0701 with pseudo-sequence DRB1_0701. The binding affinity (normalized) is 0.737. (4) The peptide sequence is QGEPGAVIRGKKGAG. The MHC is HLA-DQA10102-DQB10602 with pseudo-sequence HLA-DQA10102-DQB10602. The binding affinity (normalized) is 0.242. (5) The MHC is HLA-DPA10103-DPB10401 with pseudo-sequence HLA-DPA10103-DPB10401. The peptide sequence is DDYTEYKLTESIDNI. The binding affinity (normalized) is 0.412. (6) The peptide sequence is VMGDTAWDFSSAGGF. The MHC is HLA-DQA10601-DQB10402 with pseudo-sequence HLA-DQA10601-DQB10402. The binding affinity (normalized) is 0. (7) The peptide sequence is VNALNSPLHQEYEENLGDSI. The MHC is DRB1_0302 with pseudo-sequence DRB1_0302. The binding affinity (normalized) is 0. (8) The peptide sequence is FFMSPKGISRMSMAM. The MHC is DRB1_1101 with pseudo-sequence DRB1_1101. The binding affinity (normalized) is 0.936.